From a dataset of NCI-60 drug combinations with 297,098 pairs across 59 cell lines. Regression. Given two drug SMILES strings and cell line genomic features, predict the synergy score measuring deviation from expected non-interaction effect. (1) Drug 1: C1=CC(=CC=C1CC(C(=O)O)N)N(CCCl)CCCl.Cl. Drug 2: C1CC(=O)NC(=O)C1N2C(=O)C3=CC=CC=C3C2=O. Cell line: CAKI-1. Synergy scores: CSS=31.4, Synergy_ZIP=13.7, Synergy_Bliss=14.0, Synergy_Loewe=1.16, Synergy_HSA=14.2. (2) Drug 1: CNC(=O)C1=CC=CC=C1SC2=CC3=C(C=C2)C(=NN3)C=CC4=CC=CC=N4. Drug 2: C1CCC(CC1)NC(=O)N(CCCl)N=O. Cell line: MALME-3M. Synergy scores: CSS=21.9, Synergy_ZIP=-3.57, Synergy_Bliss=7.85, Synergy_Loewe=4.52, Synergy_HSA=5.78.